The task is: Predict which catalyst facilitates the given reaction.. This data is from Catalyst prediction with 721,799 reactions and 888 catalyst types from USPTO. (1) Reactant: [CH3:1][C:2]1[CH:7]=[CH:6][CH:5]=[CH:4][C:3]=1[N:8]1[C:12](OS(C(F)(F)F)(=O)=O)=[CH:11][C:10]([C:21]([O:23][CH2:24][CH3:25])=[O:22])=[N:9]1.[SH:26][CH2:27][CH2:28][C:29]([O:31][CH2:32][CH:33]([CH2:38][CH3:39])[CH2:34][CH2:35][CH2:36][CH3:37])=[O:30].C(N(C(C)C)C(C)C)C.O. Product: [CH2:38]([CH:33]([CH2:34][CH2:35][CH2:36][CH3:37])[CH2:32][O:31][C:29](=[O:30])[CH2:28][CH2:27][S:26][C:12]1[N:8]([C:3]2[CH:4]=[CH:5][CH:6]=[CH:7][C:2]=2[CH3:1])[N:9]=[C:10]([C:21]([O:23][CH2:24][CH3:25])=[O:22])[CH:11]=1)[CH3:39]. The catalyst class is: 101. (2) Reactant: [C:1]([O:5][C:6]([N:8]1[CH2:15][CH2:14][C:11]2([CH2:13][CH2:12]2)[CH2:10][C@@H:9]1[C:16]([O:18]C)=[O:17])=[O:7])([CH3:4])([CH3:3])[CH3:2].[OH-].[Na+].Cl. Product: [C:1]([O:5][C:6]([N:8]1[CH2:15][CH2:14][C:11]2([CH2:12][CH2:13]2)[CH2:10][C@@H:9]1[C:16]([OH:18])=[O:17])=[O:7])([CH3:4])([CH3:2])[CH3:3]. The catalyst class is: 36.